Predict which catalyst facilitates the given reaction. From a dataset of Catalyst prediction with 721,799 reactions and 888 catalyst types from USPTO. Reactant: [Li+].[Cl-].[Cl:3][C:4]([Cl:15])([Cl:14])[C@@H:5]1[N:9]2[CH2:10][CH2:11][CH2:12][C@H:8]2[C:7](=[O:13])[O:6]1.[Li+].CC([N-]C(C)C)C.[CH:24](OC)=[O:25].C(O)(=O)CC(CC(O)=O)(C(O)=O)O. Product: [O:13]=[C:7]1[O:6][C@H:5]([C:4]([Cl:3])([Cl:14])[Cl:15])[N:9]2[CH2:10][CH2:11][CH2:12][C@@:8]12[CH:24]=[O:25]. The catalyst class is: 20.